This data is from Full USPTO retrosynthesis dataset with 1.9M reactions from patents (1976-2016). The task is: Predict the reactants needed to synthesize the given product. (1) Given the product [NH2:1][C:2]1[C:7]2=[C:8]([C:33]3[CH:34]=[CH:35][C:36]4[C:31]([CH:32]=3)=[N:30][N:29]([CH2:28][C:27]3[CH:48]=[CH:49][CH:50]=[CH:51][C:26]=3[F:25])[C:37]=4[NH2:38])[CH:9]=[C:10]([CH:11]3[CH2:16][CH2:15][N:14]([C:17]([O:19][C:20]([CH3:23])([CH3:22])[CH3:21])=[O:18])[CH2:13][CH2:12]3)[N:6]2[N:5]=[CH:4][N:3]=1, predict the reactants needed to synthesize it. The reactants are: [NH2:1][C:2]1[C:7]2=[C:8](Br)[CH:9]=[C:10]([CH:11]3[CH2:16][CH2:15][N:14]([C:17]([O:19][C:20]([CH3:23])([CH3:22])[CH3:21])=[O:18])[CH2:13][CH2:12]3)[N:6]2[N:5]=[CH:4][N:3]=1.[F:25][C:26]1[CH:51]=[CH:50][CH:49]=[CH:48][C:27]=1[CH2:28][N:29]1[C:37]([NH2:38])=[C:36]2[C:31]([CH:32]=[C:33](B3OC(C)(C)C(C)(C)O3)[CH:34]=[CH:35]2)=[N:30]1.C([O-])([O-])=O.[Na+].[Na+].O. (2) Given the product [CH2:29]([O:36][C:37](=[O:42])[CH2:38][C:39]([NH:18][C:9]1[CH:10]=[C:11]([C:14]([F:17])([F:16])[F:15])[CH:12]=[CH:13][C:8]=1[NH:7][C:6]([O:5][C:1]([CH3:4])([CH3:2])[CH3:3])=[O:19])=[O:40])[C:30]1[CH:35]=[CH:34][CH:33]=[CH:32][CH:31]=1, predict the reactants needed to synthesize it. The reactants are: [C:1]([O:5][C:6](=[O:19])[NH:7][C:8]1[CH:13]=[CH:12][C:11]([C:14]([F:17])([F:16])[F:15])=[CH:10][C:9]=1[NH2:18])([CH3:4])([CH3:3])[CH3:2].CCN(C(C)C)C(C)C.[CH2:29]([O:36][C:37](=[O:42])[CH2:38][C:39](O)=[O:40])[C:30]1[CH:35]=[CH:34][CH:33]=[CH:32][CH:31]=1.CN(C(ON1N=NC2C=CC=NC1=2)=[N+](C)C)C.F[P-](F)(F)(F)(F)F. (3) Given the product [Br:1][C:2]1[C:3](=[O:29])[N:4]([C:21]2[C:22]([F:28])=[CH:23][CH:24]=[CH:25][C:26]=2[F:27])[C:5]([CH3:20])=[C:6]([CH:18]([OH:42])[CH2:19][OH:41])[C:7]=1[O:8][CH2:9][C:10]1[CH:15]=[CH:14][C:13]([F:16])=[CH:12][C:11]=1[F:17], predict the reactants needed to synthesize it. The reactants are: [Br:1][C:2]1[C:3](=[O:29])[N:4]([C:21]2[C:26]([F:27])=[CH:25][CH:24]=[CH:23][C:22]=2[F:28])[C:5]([CH3:20])=[C:6]([CH:18]=[CH2:19])[C:7]=1[O:8][CH2:9][C:10]1[CH:15]=[CH:14][C:13]([F:16])=[CH:12][C:11]=1[F:17].C[N+]1([O-])CCOCC1.C(#N)C.[OH2:41].[OH2:42].CC(C)=O. (4) Given the product [CH3:1][N:2]([CH3:6])[CH2:3][CH2:4][O:5][C:20]1[CH:21]=[C:22]([CH:25]=[CH:26][C:27]=1[O:28][CH3:29])[CH:23]=[O:24], predict the reactants needed to synthesize it. The reactants are: [CH3:1][N:2]([CH3:6])[CH2:3][CH2:4][OH:5].C(N(CC)CC)C.CS(Cl)(=O)=O.O[C:20]1[CH:21]=[C:22]([CH:25]=[CH:26][C:27]=1[O:28][CH3:29])[CH:23]=[O:24].C(=O)([O-])[O-].[K+].[K+]. (5) Given the product [C:16]1([OH:21])[C:15]([C:10]2[C:9]([OH:22])=[CH:14][CH:13]=[CH:12][CH:11]=2)=[CH:20][CH:19]=[CH:18][CH:17]=1.[C:1]1([CH:8]=[CH:7][C:5]([OH:6])=[CH:4][CH:3]=1)[OH:2], predict the reactants needed to synthesize it. The reactants are: [C:1]1([CH:8]=[CH:7][C:5]([OH:6])=[CH:4][CH:3]=1)[OH:2].[C:9]1([OH:22])[C:10]([C:15]2[C:16]([OH:21])=[CH:17][CH:18]=[CH:19][CH:20]=2)=[CH:11][CH:12]=[CH:13][CH:14]=1.COC1C(=CC=CC=1)COC(=O)OCC1C(=CC=CC=1)OC. (6) Given the product [CH3:9][C:7]1([CH3:10])[O:6][CH:5]2[CH:11]=[CH:12][CH:2]=[CH:3][CH:4]2[O:8]1, predict the reactants needed to synthesize it. The reactants are: Br[CH:2]1[CH:12](Br)[CH2:11][CH:5]2[O:6][C:7]([CH3:10])([CH3:9])[O:8][CH:4]2[CH2:3]1.C1CCN2C(=NCCC2)CC1. (7) Given the product [F:1][C:2]1[CH:3]=[C:4]([S:9]([CH:12]([C:23]2[C:28]([F:29])=[CH:27][CH:26]=[C:25]([F:30])[C:24]=2[F:31])[C:13]2[C:14]([CH3:22])=[CH:15][C:16]([C:19]([NH:21][CH2:36][OH:38])=[O:20])=[N:17][CH:18]=2)(=[O:11])=[O:10])[CH:5]=[CH:6][C:7]=1[F:8], predict the reactants needed to synthesize it. The reactants are: [F:1][C:2]1[CH:3]=[C:4]([S:9]([CH:12]([C:23]2[C:28]([F:29])=[CH:27][CH:26]=[C:25]([F:30])[C:24]=2[F:31])[C:13]2[C:14]([CH3:22])=[CH:15][C:16]([C:19]([NH2:21])=[O:20])=[N:17][CH:18]=2)(=[O:11])=[O:10])[CH:5]=[CH:6][C:7]=1[F:8].C=O.[OH-].[Na+].[C:36](OCC)(=[O:38])C. (8) Given the product [Cl:1][C:2]1[C:3]([O:9][C:10]2[CH:15]=[C:14]([O:16][CH:17]([CH3:18])[CH3:19])[CH:13]=[CH:12][C:11]=2[CH2:20][CH2:21][CH2:22][O:23][C:25]2[C:30]([O:31][CH3:32])=[CH:29][CH:28]=[CH:27][C:26]=2[CH2:33][C:34]([OH:36])=[O:35])=[N:4][CH:5]=[C:6]([Cl:8])[CH:7]=1, predict the reactants needed to synthesize it. The reactants are: [Cl:1][C:2]1[C:3]([O:9][C:10]2[CH:15]=[C:14]([O:16][CH:17]([CH3:19])[CH3:18])[CH:13]=[CH:12][C:11]=2[CH2:20][CH2:21][CH2:22][OH:23])=[N:4][CH:5]=[C:6]([Cl:8])[CH:7]=1.O[C:25]1[C:30]([O:31][CH3:32])=[CH:29][CH:28]=[CH:27][C:26]=1[CH2:33][C:34]([O:36]C)=[O:35].C(P(CCCC)CCCC)CCC.N(C(N1CCCCC1)=O)=NC(N1CCCCC1)=O.O1CCCC1CO.[OH-].[Na+].Cl. (9) Given the product [CH3:40][N:41]([CH3:46])[CH2:42][CH2:43][N:44]([CH3:45])[C:33](=[O:34])[C:32]1[CH:31]=[CH:30][C:29]([NH:28][C:26](=[O:27])[NH:25][C:22]2[CH:21]=[CH:20][C:19]([C:10]3[N:11]=[C:12]([N:13]4[CH2:18][CH2:17][O:16][CH2:15][CH2:14]4)[C:7]4[CH:6]=[CH:5][N:4]([CH2:3][C:2]([F:39])([F:1])[F:38])[C:8]=4[N:9]=3)=[CH:24][CH:23]=2)=[CH:37][CH:36]=1, predict the reactants needed to synthesize it. The reactants are: [F:1][C:2]([F:39])([F:38])[CH2:3][N:4]1[C:8]2[N:9]=[C:10]([C:19]3[CH:24]=[CH:23][C:22]([NH:25][C:26]([NH:28][C:29]4[CH:37]=[CH:36][C:32]([C:33](O)=[O:34])=[CH:31][CH:30]=4)=[O:27])=[CH:21][CH:20]=3)[N:11]=[C:12]([N:13]3[CH2:18][CH2:17][O:16][CH2:15][CH2:14]3)[C:7]=2[CH:6]=[CH:5]1.[CH3:40][N:41]([CH3:46])[CH2:42][CH2:43][NH:44][CH3:45].CCN(CC)CC.C1C=CC2N(O)N=NC=2C=1.CCN=C=NCCCN(C)C. (10) Given the product [Cl:3][C:15]1[C:16]2[CH:8]([CH2:6][CH3:7])[CH2:9][CH2:10][C:11]=2[N:12]=[CH:13][N:14]=1, predict the reactants needed to synthesize it. The reactants are: P(Cl)(Cl)([Cl:3])=O.[CH2:6]([CH:8]1[C:16]2[C:15](O)=[N:14][CH:13]=[N:12][C:11]=2[CH2:10][CH2:9]1)[CH3:7].C(#N)C.